The task is: Predict which catalyst facilitates the given reaction.. This data is from Catalyst prediction with 721,799 reactions and 888 catalyst types from USPTO. (1) Reactant: [F:1][C:2]([F:31])([F:30])[C:3]1[CH:8]=[CH:7][C:6]([C:9]2[CH:10]=[C:11]([CH2:25][C:26]([O:28][CH3:29])=[O:27])[CH:12]=[CH:13][C:14]=2[C:15]2[CH:20]=[CH:19][C:18]([C:21]([F:24])([F:23])[F:22])=[CH:17][CH:16]=2)=[CH:5][CH:4]=1.C(NC1C=CC(S([N:45]=[N+:46]=[N-])(=O)=O)=CC=1)(=O)C.N12CCCN=C1CCCCC2. Product: [N+:45](=[C:25]([C:11]1[CH:12]=[CH:13][C:14]([C:15]2[CH:20]=[CH:19][C:18]([C:21]([F:22])([F:24])[F:23])=[CH:17][CH:16]=2)=[C:9]([C:6]2[CH:5]=[CH:4][C:3]([C:2]([F:30])([F:31])[F:1])=[CH:8][CH:7]=2)[CH:10]=1)[C:26]([O:28][CH3:29])=[O:27])=[N-:46]. The catalyst class is: 10. (2) Reactant: [Cl:1][C:2]1[C:7]([N+:8]([O-])=O)=[C:6]([Cl:11])[N:5]=[C:4]([S:12][CH3:13])[N:3]=1.O.O.Cl[Sn]Cl. Product: [Cl:1][C:2]1[C:7]([NH2:8])=[C:6]([Cl:11])[N:5]=[C:4]([S:12][CH3:13])[N:3]=1. The catalyst class is: 14. (3) Reactant: [Cl:1][CH2:2][CH2:3][CH2:4][C:5]1[CH:10]=[CH:9][C:8]([S:11](Cl)(=O)=O)=[CH:7][CH:6]=1.[H-].[H-].[H-].[H-].[Li+].[Al+3].Cl.S(OC)(O[CH3:26])(=O)=O.[OH-].[Na+]. Product: [Cl:1][CH2:2][CH2:3][CH2:4][C:5]1[CH:10]=[CH:9][C:8]([S:11][CH3:26])=[CH:7][CH:6]=1. The catalyst class is: 27. (4) Reactant: C([O-])([O-])=O.[Na+].[Na+].FC(F)(F)S(O[C:13]1[CH2:14][CH2:15][N:16]([C:19]([O:21][C:22]([CH3:25])([CH3:24])[CH3:23])=[O:20])[CH2:17][CH:18]=1)(=O)=O.S(O)(O)(=O)=O.[NH2:33][C:34]1[CH:35]=[C:36](B(O)O)[CH:37]=[CH:38][CH:39]=1.[NH2:33][C:34]1[CH:39]=[C:38](B(O)O)[CH:37]=[CH:36][CH:35]=1.[Cl-].[Li+]. Product: [NH2:33][C:34]1[CH:39]=[C:38]([C:13]2[CH2:14][CH2:15][N:16]([C:19]([O:21][C:22]([CH3:25])([CH3:24])[CH3:23])=[O:20])[CH2:17][CH:18]=2)[CH:37]=[CH:36][CH:35]=1. The catalyst class is: 216. (5) Reactant: [H-].[Na+].F[C:4]1[CH:5]=[CH:6][C:7]2[C:13](=[O:14])[C:12]3[CH:15]=[CH:16][CH:17]=[CH:18][C:11]=3[CH2:10][O:9][C:8]=2[CH:19]=1.[N+:20]([C:23]1[CH:29]=[CH:28][CH:27]=[CH:26][C:24]=1[NH2:25])([O-:22])=[O:21]. Product: [N+:20]([C:23]1[CH:29]=[CH:28][CH:27]=[CH:26][C:24]=1[NH:25][C:4]1[CH:5]=[CH:6][C:7]2[C:13](=[O:14])[C:12]3[CH:15]=[CH:16][CH:17]=[CH:18][C:11]=3[CH2:10][O:9][C:8]=2[CH:19]=1)([O-:22])=[O:21]. The catalyst class is: 9.